The task is: Predict the product of the given reaction.. This data is from Forward reaction prediction with 1.9M reactions from USPTO patents (1976-2016). Given the reactants [C:1](Cl)(=[O:3])[CH3:2].[N:5]1[CH:10]=[CH:9][CH:8]=[CH:7][CH:6]=1.[CH2:11]([O:18][C:19]1[CH:20]=[C:21]2[C:25](=[CH:26][CH:27]=1)[NH:24][CH:23]=[CH:22]2)[C:12]1[CH:17]=[CH:16][CH:15]=[CH:14][CH:13]=1.O, predict the reaction product. The product is: [C:1]([N:5]1[CH:10]=[CH:9][CH:8]([C:22]2[C:21]3[C:25](=[CH:26][CH:27]=[C:19]([O:18][CH2:11][C:12]4[CH:13]=[CH:14][CH:15]=[CH:16][CH:17]=4)[CH:20]=3)[NH:24][CH:23]=2)[CH:7]=[CH:6]1)(=[O:3])[CH3:2].